Dataset: Forward reaction prediction with 1.9M reactions from USPTO patents (1976-2016). Task: Predict the product of the given reaction. (1) Given the reactants [OH:1][CH2:2][CH2:3][CH2:4][CH2:5][CH2:6][NH:7][S:8]([C:11]1[CH:16]=[CH:15][C:14]([C:17]2[CH:22]=[CH:21][CH:20]=[CH:19][CH:18]=2)=[CH:13][CH:12]=1)(=[O:10])=[O:9].[CH3:23]I, predict the reaction product. The product is: [OH:1][CH2:2][CH2:3][CH2:4][CH2:5][CH2:6][N:7]([CH3:23])[S:8]([C:11]1[CH:12]=[CH:13][C:14]([C:17]2[CH:22]=[CH:21][CH:20]=[CH:19][CH:18]=2)=[CH:15][CH:16]=1)(=[O:10])=[O:9]. (2) Given the reactants Br[C:2]1[C:10]2[O:9][CH2:8][CH:7]([C:11]3[CH:16]=[CH:15][C:14]([CH:17]([CH3:19])[CH3:18])=[CH:13][CH:12]=3)[C:6]=2[C:5]([CH3:20])=[C:4]([NH:21][C:22](=[O:28])[CH2:23][C:24]([CH3:27])([CH3:26])[CH3:25])[C:3]=1[CH3:29].[C:30](OCC)(=[O:32])C.Cl, predict the reaction product. The product is: [CH:17]([C:14]1[CH:13]=[CH:12][C:11]([CH:7]2[C:6]3[C:5]([CH3:20])=[C:4]([NH:21][C:22](=[O:28])[CH2:23][C:24]([CH3:26])([CH3:25])[CH3:27])[C:3]([CH3:29])=[C:2]([O:32][CH3:30])[C:10]=3[O:9][CH2:8]2)=[CH:16][CH:15]=1)([CH3:18])[CH3:19]. (3) Given the reactants C(Cl)(=O)C(Cl)=O.[CH3:7][C:8]1[CH:13]=[CH:12][CH:11]=[CH:10][C:9]=1[C:14]1[CH:19]=[CH:18][C:17]([C:20]([OH:22])=O)=[CH:16][C:15]=1[C:23]([F:26])([F:25])[F:24].O[N:28]=[C:29]([C:31]1[CH:36]=[CH:35][CH:34]=[CH:33][C:32]=1[O:37][CH3:38])[NH2:30].CCN(C(C)C)C(C)C, predict the reaction product. The product is: [CH3:38][O:37][C:32]1[CH:33]=[CH:34][CH:35]=[CH:36][C:31]=1[C:29]1[N:28]=[C:20]([C:17]2[CH:18]=[CH:19][C:14]([C:9]3[CH:10]=[CH:11][CH:12]=[CH:13][C:8]=3[CH3:7])=[C:15]([C:23]([F:24])([F:25])[F:26])[CH:16]=2)[O:22][N:30]=1.